This data is from Reaction yield outcomes from USPTO patents with 853,638 reactions. The task is: Predict the reaction yield, written as a fraction of the theoretical maximum amount of product (1.0 means a 100% yield; for example, 0.34 means a 34% yield). (1) The reactants are [CH:1](/[C:4]1[S:8][C:7]([C:9]2[CH:14]=[CH:13][CH:12]=[C:11]([C:15]([F:18])([F:17])[F:16])[CH:10]=2)=[N:6][C:5]=1[CH2:19][OH:20])=[CH:2]\[CH3:3]. The catalyst is CCO. The product is [CH2:1]([C:4]1[S:8][C:7]([C:9]2[CH:14]=[CH:13][CH:12]=[C:11]([C:15]([F:16])([F:18])[F:17])[CH:10]=2)=[N:6][C:5]=1[CH2:19][OH:20])[CH2:2][CH3:3]. The yield is 0.990. (2) The reactants are Br[C:2]1[CH:3]=[C:4]([CH:12]=[C:13]([Cl:15])[CH:14]=1)[CH2:5][C:6]1[CH:7]=[N:8][CH:9]=[CH:10][CH:11]=1.[CH:16]([C:18]1[CH:23]=[CH:22][C:21]([N:24]2[CH2:29][CH2:28][N:27]([C:30](=[O:32])[CH3:31])[CH2:26][CH2:25]2)=[CH:20][CH:19]=1)=[CH2:17].C(#N)C.C1C=CC(P(C2C=CC=CC=2)C2C=CC=CC=2)=CC=1. The catalyst is CC([O-])=O.CC([O-])=O.[Pd+2]. The product is [Cl:15][C:13]1[CH:14]=[C:2]([CH:3]=[C:4]([CH2:5][C:6]2[CH:7]=[N:8][CH:9]=[CH:10][CH:11]=2)[CH:12]=1)/[CH:17]=[CH:16]/[C:18]1[CH:19]=[CH:20][C:21]([N:24]2[CH2:25][CH2:26][N:27]([C:30](=[O:32])[CH3:31])[CH2:28][CH2:29]2)=[CH:22][CH:23]=1. The yield is 0.190.